This data is from Catalyst prediction with 721,799 reactions and 888 catalyst types from USPTO. The task is: Predict which catalyst facilitates the given reaction. (1) Reactant: C[N:2](C(ON1N=NC2C=CC=CC1=2)=[N+](C)C)C.[B-](F)(F)(F)F.C(N(CC)CC)C.[Br:30][C:31]1[CH:32]=[C:33]2[C:37](=[C:38]([C:40](O)=[O:41])[CH:39]=1)[NH:36][CH:35]=[C:34]2[CH2:43][CH:44]1[CH2:48][CH2:47][S:46](=[O:50])(=[O:49])[CH2:45]1.N.CO. Product: [Br:30][C:31]1[CH:32]=[C:33]2[C:37](=[C:38]([C:40]([NH2:2])=[O:41])[CH:39]=1)[NH:36][CH:35]=[C:34]2[CH2:43][CH:44]1[CH2:48][CH2:47][S:46](=[O:50])(=[O:49])[CH2:45]1. The catalyst class is: 4. (2) Reactant: [OH:1][C:2]1[CH:11]=[C:10]2[C:5]([CH:6]=[CH:7][N:8]=[CH:9]2)=[CH:4][CH:3]=1.C(N(CC)CC)C.[F:19][C:20]([S:23](O[S:23]([C:20]([F:22])([F:21])[F:19])(=[O:25])=[O:24])(=[O:25])=[O:24])([F:22])[F:21]. Product: [F:19][C:20]([F:22])([F:21])[S:23]([O:1][C:2]1[CH:11]=[C:10]2[C:5]([CH:6]=[CH:7][N:8]=[CH:9]2)=[CH:4][CH:3]=1)(=[O:25])=[O:24]. The catalyst class is: 28. (3) Reactant: [CH3:1][O:2][C:3](=[O:16])[C:4](=[CH:9][CH:10]1[CH2:15][CH2:14][CH2:13][CH2:12][CH2:11]1)[CH2:5][C:6]([OH:8])=[O:7].[H][H]. Product: [CH3:1][O:2][C:3](=[O:16])[CH:4]([CH2:9][CH:10]1[CH2:15][CH2:14][CH2:13][CH2:12][CH2:11]1)[CH2:5][C:6]([OH:8])=[O:7]. The catalyst class is: 5. (4) Reactant: Br[C:2]1[CH:3]=[C:4]2[C:9]([S:10][CH2:11][CH3:12])=[C:8]([C:13]([NH2:15])=[O:14])[CH:7]=[N:6][N:5]2[CH:16]=1.[CH3:17][O:18][C:19]1[N:24]=[CH:23][C:22](B(O)O)=[CH:21][CH:20]=1.P([O-])([O-])([O-])=O.[K+].[K+].[K+]. Product: [CH2:11]([S:10][C:9]1[C:4]2[N:5]([CH:16]=[C:2]([C:22]3[CH:23]=[N:24][C:19]([O:18][CH3:17])=[CH:20][CH:21]=3)[CH:3]=2)[N:6]=[CH:7][C:8]=1[C:13]([NH2:15])=[O:14])[CH3:12]. The catalyst class is: 584. (5) Reactant: [C:1]([OH:20])(=[O:19])[CH2:2][CH2:3][CH2:4][CH2:5][CH2:6][CH2:7][CH2:8]/[CH:9]=[CH:10]\[CH2:11][CH2:12][CH2:13][CH2:14][CH2:15][CH2:16][CH2:17][CH3:18]. Product: [C:1]([OH:20])(=[O:19])[CH2:2][CH2:3][CH2:4][CH2:5][CH2:6][CH2:7][CH2:8]/[CH:9]=[CH:10]/[CH2:11][CH2:12][CH2:13][CH2:14][CH2:15][CH2:16][CH2:17][CH3:18]. The catalyst class is: 10. (6) Reactant: [CH3:1][C:2]1[C:7]([CH2:8][CH2:9][CH2:10][CH:11]=[CH2:12])=[CH:6][CH:5]=[CH:4][CH:3]=1. Product: [CH3:12][CH:11]1[C:6]2[C:7](=[C:2]([CH3:1])[CH:3]=[CH:4][CH:5]=2)[CH2:8][CH2:9][CH2:10]1. The catalyst class is: 553. (7) Reactant: [C:1]([C:5]1[CH:6]=[C:7]([NH:18][C:19]([NH:21][C:22]2[C:31]3[C:26](=[CH:27][CH:28]=[CH:29][CH:30]=3)[C:25]([O:32][C:33]3[CH:38]=[CH:37][N:36]=[C:35](Cl)[CH:34]=3)=[CH:24][CH:23]=2)=[O:20])[C:8]([O:16][CH3:17])=[C:9]([NH:11][S:12]([CH3:15])(=[O:14])=[O:13])[CH:10]=1)([CH3:4])([CH3:3])[CH3:2].[NH2:40][C:41]1[CH:58]=[C:57]([O:59][CH3:60])[C:44]([C:45]([NH:47][CH2:48][CH2:49][N:50]2[CH2:55][CH2:54][N:53]([CH3:56])[CH2:52][CH2:51]2)=[O:46])=[C:43]([O:61][CH3:62])[CH:42]=1.C([O-])([O-])=O.[K+].[K+].CC(C1C=C(C(C)C)C(C2C(P(C3CCCCC3)C3CCCCC3)=C(OC)C=CC=2OC)=C(C(C)C)C=1)C. Product: [C:1]([C:5]1[CH:10]=[C:9]([NH:11][S:12]([CH3:15])(=[O:14])=[O:13])[C:8]([O:16][CH3:17])=[C:7]([NH:18][C:19](=[O:20])[NH:21][C:22]2[C:31]3[C:26](=[CH:27][CH:28]=[CH:29][CH:30]=3)[C:25]([O:32][C:33]3[CH:38]=[CH:37][N:36]=[C:35]([NH:40][C:41]4[CH:58]=[C:57]([O:59][CH3:60])[C:44]([C:45]([NH:47][CH2:48][CH2:49][N:50]5[CH2:51][CH2:52][N:53]([CH3:56])[CH2:54][CH2:55]5)=[O:46])=[C:43]([O:61][CH3:62])[CH:42]=4)[CH:34]=3)=[CH:24][CH:23]=2)[CH:6]=1)([CH3:4])([CH3:3])[CH3:2]. The catalyst class is: 3.